From a dataset of Reaction yield outcomes from USPTO patents with 853,638 reactions. Predict the reaction yield, written as a fraction of the theoretical maximum amount of product (1.0 means a 100% yield; for example, 0.34 means a 34% yield). (1) The reactants are [H-].[Na+].[F:3][C:4]([F:23])([F:22])[C:5]1[CH:10]=[CH:9][C:8]([C:11]2[CH:12]=[C:13]3[C:18](=[CH:19][CH:20]=2)[NH:17][C:16](=[O:21])[CH2:15][CH2:14]3)=[CH:7][CH:6]=1.Br[CH2:25][C:26]1[CH:38]=[CH:37][C:29]([C:30]([O:32]CCCC)=[O:31])=[CH:28][CH:27]=1.Cl.O1CCOCC1. The catalyst is CN(C)C=O.CC#N.O. The product is [O:21]=[C:16]1[CH2:15][CH2:14][C:13]2[C:18](=[CH:19][CH:20]=[C:11]([C:8]3[CH:7]=[CH:6][C:5]([C:4]([F:3])([F:22])[F:23])=[CH:10][CH:9]=3)[CH:12]=2)[N:17]1[CH2:25][C:26]1[CH:38]=[CH:37][C:29]([C:30]([OH:32])=[O:31])=[CH:28][CH:27]=1. The yield is 0.530. (2) The reactants are [N:1]1[CH:6]=[CH:5][CH:4]=[C:3](B(O)O)[CH:2]=1.Br[C:11]1[N:12]=[CH:13][C:14]([NH2:17])=[N:15][CH:16]=1.C(=O)([O-])[O-].[Na+].[Na+].O. The catalyst is Cl[Pd](Cl)([P](C1C=CC=CC=1)(C1C=CC=CC=1)C1C=CC=CC=1)[P](C1C=CC=CC=1)(C1C=CC=CC=1)C1C=CC=CC=1.C(OCC)(=O)C. The product is [N:1]1[CH:6]=[CH:5][CH:4]=[C:3]([C:11]2[N:12]=[CH:13][C:14]([NH2:17])=[N:15][CH:16]=2)[CH:2]=1. The yield is 0.546.